From a dataset of Reaction yield outcomes from USPTO patents with 853,638 reactions. Predict the reaction yield, written as a fraction of the theoretical maximum amount of product (1.0 means a 100% yield; for example, 0.34 means a 34% yield). (1) The reactants are [Cl:1][C:2]1[N:3]=[C:4]([C:9]([NH:11][C:12]2[CH:17]=[CH:16][C:15]([C:18]3[S:19][C:20]([C:23]([O:25]CC)=[O:24])=[CH:21][N:22]=3)=[CH:14][CH:13]=2)=[O:10])[NH:5][C:6]=1[CH2:7][CH3:8].[OH-].[Li+]. The catalyst is CO.ClCCl. The product is [Cl:1][C:2]1[N:3]=[C:4]([C:9]([NH:11][C:12]2[CH:17]=[CH:16][C:15]([C:18]3[S:19][C:20]([C:23]([OH:25])=[O:24])=[CH:21][N:22]=3)=[CH:14][CH:13]=2)=[O:10])[NH:5][C:6]=1[CH2:7][CH3:8]. The yield is 0.800. (2) The reactants are [F:1][C:2]1[C:3]([N+:28]([O-:30])=[O:29])=[C:4]([N:8]=P(C2C=CC=CC=2)(C2C=CC=CC=2)C2C=CC=CC=2)[CH:5]=[CH:6][CH:7]=1.C(O)(C(F)(F)F)=O. The catalyst is O. The product is [F:1][C:2]1[C:3]([N+:28]([O-:30])=[O:29])=[C:4]([NH2:8])[CH:5]=[CH:6][CH:7]=1. The yield is 1.00.